From a dataset of Forward reaction prediction with 1.9M reactions from USPTO patents (1976-2016). Predict the product of the given reaction. (1) Given the reactants [CH2:1]([NH:4]C(=O)OC(C)(C)C)[C:2]#[CH:3].[N:12]([CH2:15][C:16]1[CH:21]=[CH:20][CH:19]=[CH:18][CH:17]=1)=[N+:13]=[N-:14].O=C1O[C@H]([C@H](CO)O)C([O-])=C1O.[Na+].Cl.[Na+].[Cl-], predict the reaction product. The product is: [CH2:15]([N:12]1[CH:3]=[C:2]([CH2:1][NH2:4])[N:14]=[N:13]1)[C:16]1[CH:21]=[CH:20][CH:19]=[CH:18][CH:17]=1. (2) Given the reactants [F:1][C:2]([F:6])([F:5])[CH2:3][OH:4].[H-].[Na+].C1(OC(=O)O[CH2:18][N:19]2[C:28]3[C:23](=[CH:24][CH:25]=[C:26]([O:29][CH2:30][CH2:31][CH2:32][CH2:33][N:34]4[CH2:39][CH2:38][N:37]([C:40]5[C:48]6[CH:47]=[CH:46][S:45][C:44]=6[CH:43]=[CH:42][CH:41]=5)[CH2:36][CH2:35]4)[CH:27]=3)[CH2:22][CH2:21][C:20]2=[O:49])C=CC=CC=1, predict the reaction product. The product is: [S:45]1[CH:46]=[CH:47][C:48]2[C:40]([N:37]3[CH2:36][CH2:35][N:34]([CH2:33][CH2:32][CH2:31][CH2:30][O:29][C:26]4[CH:27]=[C:28]5[C:23]([CH2:22][CH2:21][C:20](=[O:49])[N:19]5[CH2:18][O:4][CH2:3][C:2]([F:6])([F:5])[F:1])=[CH:24][CH:25]=4)[CH2:39][CH2:38]3)=[CH:41][CH:42]=[CH:43][C:44]1=2.